This data is from Cav3 T-type calcium channel HTS with 100,875 compounds. The task is: Binary Classification. Given a drug SMILES string, predict its activity (active/inactive) in a high-throughput screening assay against a specified biological target. (1) The drug is O=C1N(C(=C(C1)C(OC)=O)C)c1ccc(cc1)C(OC)=O. The result is 0 (inactive). (2) The drug is s1c(NC(=O)Cn2nc(c3c(OC)cccc3)ccc2=O)nnc1CC. The result is 0 (inactive). (3) The molecule is S1C(=O)C(/N=C1SCC=C)=C/c1oc(cc1)C. The result is 0 (inactive). (4) The molecule is O1C2(N(C(=O)C(C(C2)c2c1cccc2)C(OCC)=O)C)C. The result is 0 (inactive). (5) The result is 0 (inactive). The drug is O=C(NCCCN1CCN(CC1)CCCNC(=O)CC(C)C)CC(C)C. (6) The molecule is O(CCn1nc(n(c1=O)c1ccccc1)C)c1ccccc1. The result is 0 (inactive). (7) The compound is FC12C(C3C(C4(OC(OC4C3)(C)C)C(=O)CO)(CC1O)C)CCC=1C2(C)C=CC(=O)C1. The result is 0 (inactive). (8) The molecule is Brc1cc(F)c(Nc2n3nc(nc3nc(c2)C)C)cc1. The result is 0 (inactive). (9) The drug is S(c1n(c(nn1)COc1cc2OCOc2cc1)CC)CC(O)=O. The result is 0 (inactive).